This data is from Full USPTO retrosynthesis dataset with 1.9M reactions from patents (1976-2016). The task is: Predict the reactants needed to synthesize the given product. The reactants are: [F:1][C:2]1[C:16]([F:17])=[CH:15][C:5]([O:6][CH2:7][C:8]([O:10]C(C)(C)C)=[O:9])=[C:4]([O:18]C)[CH:3]=1.[Cl-].[Li+]. Given the product [F:1][C:2]1[C:16]([F:17])=[CH:15][C:5]([O:6][CH2:7][C:8]([OH:10])=[O:9])=[C:4]([OH:18])[CH:3]=1, predict the reactants needed to synthesize it.